Dataset: Catalyst prediction with 721,799 reactions and 888 catalyst types from USPTO. Task: Predict which catalyst facilitates the given reaction. (1) Reactant: [C:1]([CH:4]([CH3:26])[CH2:5][CH2:6][N:7]1[C:11]2[CH:12]=[CH:13][CH:14]=[C:15]([CH3:16])[C:10]=2[N:9]=[C:8]1[CH2:17][O:18][C:19]1[CH:24]=[CH:23][C:22]([Cl:25])=[CH:21][CH:20]=1)(O)=[O:2].[CH2:27]1[C:36]2[C:31](=[CH:32][CH:33]=[CH:34][CH:35]=2)[CH2:30][CH2:29][CH2:28]1.O[N:38]1C2C=CC=CC=2N=N1.C1(N=C=NC2CCCCC2)CCCCC1. Product: [CH:35]1([NH:38][C:1]([CH:4]([CH3:26])[CH2:5][CH2:6][N:7]2[C:11]3[CH:12]=[CH:13][CH:14]=[C:15]([CH3:16])[C:10]=3[N:9]=[C:8]2[CH2:17][O:18][C:19]2[CH:20]=[CH:21][C:22]([Cl:25])=[CH:23][CH:24]=2)=[O:2])[C:36]2[C:31](=[CH:30][CH:29]=[CH:28][CH:27]=2)[CH2:32][CH2:33][CH2:34]1. The catalyst class is: 9. (2) Reactant: Cl[C:2]1[C:3]([CH3:22])=[N:4][C:5]2[C:10]([N:11]=1)=[C:9]([C:12]1[NH:20][C:19]3[CH2:18][CH2:17][NH:16][C:15](=[O:21])[C:14]=3[CH:13]=1)[CH:8]=[CH:7][CH:6]=2.[C:23]1([CH3:32])[CH:28]=[CH:27][CH:26]=[CH:25][C:24]=1B(O)O.C([O-])([O-])=O.[Na+].[Na+].CO.C(Cl)Cl. Product: [CH3:22][C:3]1[C:2]([C:24]2[CH:25]=[CH:26][CH:27]=[CH:28][C:23]=2[CH3:32])=[N:11][C:10]2[C:5](=[CH:6][CH:7]=[CH:8][C:9]=2[C:12]2[NH:20][C:19]3[CH2:18][CH2:17][NH:16][C:15](=[O:21])[C:14]=3[CH:13]=2)[N:4]=1. The catalyst class is: 70. (3) Reactant: [S].O.O.O.O.O.O.O.O.O.[S-2].[Na+].[Na+].C([O:17][CH2:18][C:19]1[CH:24]=[CH:23][N:22]=[C:21](Cl)[C:20]=1[N+:26]([O-])=O)(=O)C.[C:29](=[S:31])=[S:30]. Product: [OH:17][CH2:18][C:19]1[CH:24]=[CH:23][N:22]=[C:21]2[S:31][C:29](=[S:30])[NH:26][C:20]=12. The catalyst class is: 6. (4) Reactant: [O:1]1[C:6]2=[C:7]3[C:12](=[CH:13][CH:14]=[C:5]2[O:4][CH2:3][C@@H:2]1[CH2:15][NH:16][CH2:17][CH2:18][CH2:19][C:20]1[C:28]2[C:23](=[CH:24][CH:25]=[C:26]([F:29])[CH:27]=2)[NH:22][CH:21]=1)[N:11]=[CH:10][CH:9]=[CH:8]3.C=O.[C:32]([BH3-])#N.[Na+].C(O)(=O)C. Product: [O:1]1[C:6]2=[C:7]3[C:12](=[CH:13][CH:14]=[C:5]2[O:4][CH2:3][CH:2]1[CH2:15][N:16]([CH2:17][CH2:18][CH2:19][C:20]1[C:28]2[C:23](=[CH:24][CH:25]=[C:26]([F:29])[CH:27]=2)[NH:22][CH:21]=1)[CH3:32])[N:11]=[CH:10][CH:9]=[CH:8]3. The catalyst class is: 5. (5) Reactant: [CH3:1][N:2]1[CH2:7][CH2:6][CH:5]([C:8]2[CH:13]=[CH:12][C:11]([C:14]3[N:19]=[C:18]([C:20]4[CH:21]=[N:22][NH:23][CH:24]=4)[N:17]4[CH:25]=[CH:26][N:27]=[C:16]4[CH:15]=3)=[CH:10][CH:9]=2)[CH2:4][CH2:3]1.[CH:28]1([CH:33]=[CH:34][C:35]#[N:36])[CH2:32][CH2:31][CH2:30][CH2:29]1.N1CCCN2CCCCCC=12. Product: [CH:28]1([CH:33]([N:23]2[CH:24]=[C:20]([C:18]3[N:17]4[CH:25]=[CH:26][N:27]=[C:16]4[CH:15]=[C:14]([C:11]4[CH:12]=[CH:13][C:8]([CH:5]5[CH2:4][CH2:3][N:2]([CH3:1])[CH2:7][CH2:6]5)=[CH:9][CH:10]=4)[N:19]=3)[CH:21]=[N:22]2)[CH2:34][C:35]#[N:36])[CH2:32][CH2:31][CH2:30][CH2:29]1. The catalyst class is: 3. (6) Reactant: [NH:1]1[CH2:6][CH2:5][S:4][CH2:3][CH2:2]1.[OH-].[Na+].Br[CH2:10][CH2:11][CH2:12][Cl:13]. Product: [Cl:13][CH2:12][CH2:11][CH2:10][N:1]1[CH2:6][CH2:5][S:4][CH2:3][CH2:2]1. The catalyst class is: 21.